The task is: Predict the reactants needed to synthesize the given product.. This data is from Full USPTO retrosynthesis dataset with 1.9M reactions from patents (1976-2016). (1) Given the product [C:1]([NH:4][C:5]1[C:6]([C:50]2[S:51][C:52]3[CH:58]=[CH:57][CH:56]=[CH:55][C:53]=3[N:54]=2)=[C:7]2[C:12](=[CH:13][CH:14]=1)[CH2:11][N:10]([C:15]([O:17][C:18]([CH3:21])([CH3:20])[CH3:19])=[O:16])[CH2:9][CH2:8]2)(=[O:3])[CH3:2].[C:23]([NH:26][C:27]1[CH:28]=[C:29]2[C:34](=[CH:35][C:36]=1[C:50]1[S:51][C:52]3[CH:58]=[CH:57][CH:56]=[CH:55][C:53]=3[N:54]=1)[CH2:33][N:32]([C:38]([O:40][C:41]([CH3:44])([CH3:43])[CH3:42])=[O:39])[CH2:31][CH2:30]2)(=[O:25])[CH3:24], predict the reactants needed to synthesize it. The reactants are: [C:1]([NH:4][C:5]1[C:6](I)=[C:7]2[C:12](=[CH:13][CH:14]=1)[CH2:11][N:10]([C:15]([O:17][C:18]([CH3:21])([CH3:20])[CH3:19])=[O:16])[CH2:9][CH2:8]2)(=[O:3])[CH3:2].[C:23]([NH:26][C:27]1[CH:28]=[C:29]2[C:34](=[CH:35][C:36]=1I)[CH2:33][N:32]([C:38]([O:40][C:41]([CH3:44])([CH3:43])[CH3:42])=[O:39])[CH2:31][CH2:30]2)(=[O:25])[CH3:24].C([Sn](CCCC)(CCCC)[C:50]1[S:51][C:52]2[CH:58]=[CH:57][CH:56]=[CH:55][C:53]=2[N:54]=1)CCC. (2) Given the product [Br:1][C:2]1[C:9]([CH3:10])=[CH:8][CH:7]=[CH:6][C:3]=1[CH2:4][C:11]#[N:12], predict the reactants needed to synthesize it. The reactants are: [Br:1][C:2]1[C:9]([CH3:10])=[CH:8][CH:7]=[CH:6][C:3]=1[CH2:4]Br.[C-:11]#[N:12].[K+]. (3) The reactants are: [C:1]([C:3]1([CH2:8][CH2:9][CH3:10])[CH2:7][CH:6]=[CH:5][CH2:4]1)#[N:2].[CH2:11]([Mg]Br)[CH3:12].[BH4-].[Na+].[OH-].[Na+]. Given the product [NH2:2][CH:1]([C:3]1([CH2:8][CH2:9][CH3:10])[CH2:7][CH:6]=[CH:5][CH2:4]1)[CH2:11][CH3:12], predict the reactants needed to synthesize it.